From a dataset of Catalyst prediction with 721,799 reactions and 888 catalyst types from USPTO. Predict which catalyst facilitates the given reaction. (1) Reactant: Cl.[NH2:2][C:3]1[C:11]([OH:12])=[C:10]2[C:6]([CH2:7][CH2:8][CH:9]2[CH2:13][CH2:14][NH:15][C:16](=[O:18])[CH3:17])=[CH:5][CH:4]=1.[F:19][C:20]([F:31])([F:30])[C:21](O[C:21](=[O:22])[C:20]([F:31])([F:30])[F:19])=[O:22].O. Product: [C:16]([NH:15][CH2:14][CH2:13][CH:9]1[C:10]2[C:6](=[CH:5][CH:4]=[C:3]([NH:2][C:21](=[O:22])[C:20]([F:31])([F:30])[F:19])[C:11]=2[OH:12])[CH2:7][CH2:8]1)(=[O:18])[CH3:17]. The catalyst class is: 17. (2) Reactant: [Br:1][CH2:2][CH2:3][CH2:4][N:5]1[C:13](=O)[CH:12]2[CH:7]([CH2:8][CH:9]=[CH:10][CH2:11]2)[C:6]1=O.ClC1C=CC=C(C(OO)=[O:24])C=1. Product: [Br:1][CH2:2][CH2:3][CH2:4][N:5]1[CH2:13][CH:12]2[CH:7]([CH2:8][CH:9]3[O:24][C:10]3=[CH:11]2)[CH2:6]1. The catalyst class is: 4. (3) The catalyst class is: 7. Reactant: N#N.ClC(Cl)C.C(=O)=O.CC(O)C.[CH3:14][C:15]([C:17]([CH3:19])=[CH2:18])=[CH2:16].[CH2:20]([O:22][SiH:23]([O:27][CH2:28][CH3:29])[O:24][CH2:25][CH3:26])[CH3:21]. Product: [CH3:16][CH:15]([C:17]([CH3:19])=[CH2:18])[CH2:14][Si:23]([O:27][CH2:28][CH3:29])([O:24][CH2:25][CH3:26])[O:22][CH2:20][CH3:21]. (4) Reactant: O[CH2:2][CH2:3][N:4]1[CH2:27][CH2:26][C:7]2[N:8]([CH2:15][C:16]3[CH:25]=[CH:24][C:19]([C:20]([O:22][CH3:23])=[O:21])=[CH:18][CH:17]=3)[C:9]3[CH:10]=[CH:11][CH:12]=[CH:13][C:14]=3[C:6]=2[C:5]1=[O:28].CCN(C(C)C)C(C)C.CS(Cl)(=O)=O.[NH:43]1[CH2:48][CH2:47][O:46][CH2:45][CH2:44]1. Product: [O:46]1[CH2:47][CH2:48][N:43]([CH2:2][CH2:3][N:4]2[CH2:27][CH2:26][C:7]3[N:8]([CH2:15][C:16]4[CH:25]=[CH:24][C:19]([C:20]([O:22][CH3:23])=[O:21])=[CH:18][CH:17]=4)[C:9]4[CH:10]=[CH:11][CH:12]=[CH:13][C:14]=4[C:6]=3[C:5]2=[O:28])[CH2:44][CH2:45]1. The catalyst class is: 10. (5) Reactant: [OH:1][CH2:2][C@@H:3]1[C@@H:8]([NH:9][C:10](=[O:16])[O:11][C:12]([CH3:15])([CH3:14])[CH3:13])[CH2:7][CH2:6][O:5][CH2:4]1.[Cl:17][C:18]1[S:22][C:21]([C:23]2[CH:28]=[CH:27][C:26](O)=[CH:25][CH:24]=2)=[N:20][CH:19]=1.P(CCCC)(CCCC)CCCC.C1CCN(C(N=NC(N2CCCCC2)=O)=O)CC1.[OH-].[Na+]. Product: [Cl:17][C:18]1[S:22][C:21]([C:23]2[CH:28]=[CH:27][C:26]([O:1][CH2:2][C@@H:3]3[C@@H:8]([NH:9][C:10](=[O:16])[O:11][C:12]([CH3:13])([CH3:15])[CH3:14])[CH2:7][CH2:6][O:5][CH2:4]3)=[CH:25][CH:24]=2)=[N:20][CH:19]=1. The catalyst class is: 1. (6) Reactant: [C:1]1([CH:7]2[C:19]3[NH:18][C:17]4[C:12](=[CH:13][CH:14]=[CH:15][CH:16]=4)[C:11]=3[CH2:10][CH2:9][NH:8]2)[CH:6]=[CH:5][CH:4]=[CH:3][CH:2]=1.C(=O)([O-])[O-].[K+].[K+].Br[CH2:27][CH2:28][OH:29]. Product: [C:1]1([CH:7]2[C:19]3[NH:18][C:17]4[C:12](=[CH:13][CH:14]=[CH:15][CH:16]=4)[C:11]=3[CH2:10][CH2:9][N:8]2[CH2:27][CH2:28][OH:29])[CH:2]=[CH:3][CH:4]=[CH:5][CH:6]=1. The catalyst class is: 10.